This data is from TCR-epitope binding with 47,182 pairs between 192 epitopes and 23,139 TCRs. The task is: Binary Classification. Given a T-cell receptor sequence (or CDR3 region) and an epitope sequence, predict whether binding occurs between them. (1) The epitope is NYSGVVTTVMF. The TCR CDR3 sequence is CASSLGQNTEAFF. Result: 0 (the TCR does not bind to the epitope). (2) The epitope is GLCTLVAML. The TCR CDR3 sequence is CSVGSRGTNEKLFF. Result: 1 (the TCR binds to the epitope).